Dataset: Reaction yield outcomes from USPTO patents with 853,638 reactions. Task: Predict the reaction yield, written as a fraction of the theoretical maximum amount of product (1.0 means a 100% yield; for example, 0.34 means a 34% yield). (1) The reactants are [CH3:1][O:2][C:3](=[O:12])[C:4]1[C:9](Br)=[CH:8][N:7]=[C:6]([NH2:11])[CH:5]=1.[I-:13].[Na+].NC[CH2:17][CH2:18]N.C(O[CH2:24][CH3:25])(=O)C. The catalyst is C(O)CCCC.[Cu](I)I. The product is [CH2:1]([O:2][C:3](=[O:12])[C:4]1[C:9]([I:13])=[CH:8][N:7]=[C:6]([NH2:11])[CH:5]=1)[CH2:17][CH2:18][CH2:24][CH3:25]. The yield is 0.580. (2) The reactants are [Br:1][C:2]1[C:3]([NH2:8])=[N:4][CH:5]=[N:6][CH:7]=1.[CH3:9][O:10][C:11]1[N:16]=[CH:15][C:14](B(O)O)=[CH:13][CH:12]=1.C(N(CC)C(C)C)(C)C. The catalyst is ClCCl.C([O-])(=O)C.[Cu+2].C([O-])(=O)C. The product is [Br:1][C:2]1[C:3]([NH:8][C:14]2[CH:15]=[N:16][C:11]([O:10][CH3:9])=[CH:12][CH:13]=2)=[N:4][CH:5]=[N:6][CH:7]=1. The yield is 0.0648. (3) The reactants are [C:1]([NH:9][C:10]1[C:11]2[N:12]=[CH:13][N:14]([C:53]=2[N:54]=[CH:55][N:56]=1)[C@@H:15]1[O:52][C@H:42]([CH2:43][O:44][Si](C(C)(C)C)(C)C)[C@@H:17]([O:18][C:19]([C:36]2[CH:41]=[CH:40][CH:39]=[CH:38][CH:37]=2)([C:28]2[CH:33]=[CH:32][C:31]([O:34][CH3:35])=[CH:30][CH:29]=2)[C:20]2[CH:25]=[CH:24][C:23]([O:26][CH3:27])=[CH:22][CH:21]=2)[CH2:16]1)(=[O:8])[C:2]1[CH:7]=[CH:6][CH:5]=[CH:4][CH:3]=1.[F-].C([N+](CCCC)(CCCC)CCCC)CCC. The catalyst is C1COCC1. The product is [C:1]([NH:9][C:10]1[C:11]2[N:12]=[CH:13][N:14]([C:53]=2[N:54]=[CH:55][N:56]=1)[C@@H:15]1[O:52][C@H:42]([CH2:43][OH:44])[C@@H:17]([O:18][C:19]([C:36]2[CH:37]=[CH:38][CH:39]=[CH:40][CH:41]=2)([C:28]2[CH:33]=[CH:32][C:31]([O:34][CH3:35])=[CH:30][CH:29]=2)[C:20]2[CH:25]=[CH:24][C:23]([O:26][CH3:27])=[CH:22][CH:21]=2)[CH2:16]1)(=[O:8])[C:2]1[CH:3]=[CH:4][CH:5]=[CH:6][CH:7]=1. The yield is 0.980. (4) The reactants are C([Cl:4])(=O)C.[CH3:5][O:6][C:7]1[CH:12]=[C:11]([O:13][CH3:14])[CH:10]=[CH:9][C:8]=1[C:15]1[N:20]([CH2:21][C:22]([NH:24][CH2:25][CH2:26][NH:27]C(=O)OC(C)(C)C)=[O:23])[C:19](=[S:35])[NH:18][C:17](=[O:36])[CH:16]=1. The catalyst is C(O)C. The product is [ClH:4].[NH2:27][CH2:26][CH2:25][NH:24][C:22](=[O:23])[CH2:21][N:20]1[C:15]([C:8]2[CH:9]=[CH:10][C:11]([O:13][CH3:14])=[CH:12][C:7]=2[O:6][CH3:5])=[CH:16][C:17](=[O:36])[NH:18][C:19]1=[S:35]. The yield is 0.870. (5) The reactants are [NH2:1][C:2]1[CH:3]=[C:4]([CH:16]=[CH:17][CH:18]=1)[O:5][C:6]1[CH:7]=[CH:8][C:9]2[N:10]([CH:12]=[C:13]([NH2:15])[N:14]=2)[N:11]=1.[CH3:19][N:20]1[C:24]([C:25](Cl)=[O:26])=[CH:23][C:22]([CH3:28])=[N:21]1.C([O:32][CH2:33][CH3:34])(=O)C. The catalyst is CN1CCCC1=O. The product is [CH3:19][N:20]1[C:24]([C:25]([NH:15][C:13]2[N:14]=[C:9]3[CH:8]=[CH:7][C:6]([O:5][C:4]4[CH:3]=[C:2]([NH:1][C:33]([C:34]5[N:21]([CH3:22])[N:20]=[C:24]([CH3:25])[CH:23]=5)=[O:32])[CH:18]=[CH:17][CH:16]=4)=[N:11][N:10]3[CH:12]=2)=[O:26])=[CH:23][C:22]([CH3:28])=[N:21]1. The yield is 0.650. (6) The reactants are [N+:1]([C:4]1[CH:5]=[N:6][NH:7][CH:8]=1)([O-:3])=[O:2].S(OC)(O[CH3:13])(=O)=O. The catalyst is [OH-].[Na+]. The product is [CH3:13][N:6]1[CH:5]=[C:4]([N+:1]([O-:3])=[O:2])[CH:8]=[N:7]1. The yield is 0.760. (7) The reactants are Cl.[NH:2]1[C:10]2[C:5](=[CH:6][CH:7]=[CH:8][CH:9]=2)[C:4]([CH2:11][CH2:12][NH2:13])=[N:3]1.[F:14][C:15]1[CH:29]=[CH:28][C:27]([F:30])=[CH:26][C:16]=1[CH2:17][C:18]1[O:22][N:21]=[C:20]([C:23](O)=[O:24])[CH:19]=1.C(N(CC)C(C)C)(C)C.CN(C(ON1N=NC2C=CC=NC1=2)=[N+](C)C)C.F[P-](F)(F)(F)(F)F. The catalyst is CN(C=O)C.C(OCC)(=O)C. The product is [NH:2]1[C:10]2[C:5](=[CH:6][CH:7]=[CH:8][CH:9]=2)[C:4]([CH2:11][CH2:12][NH:13][C:23]([C:20]2[CH:19]=[C:18]([CH2:17][C:16]3[CH:26]=[C:27]([F:30])[CH:28]=[CH:29][C:15]=3[F:14])[O:22][N:21]=2)=[O:24])=[N:3]1. The yield is 0.0900. (8) The reactants are [Cl-].O[NH3+:3].[C:4](=[O:7])([O-:6])O.[Na+].CS(C)=O.[CH2:13]([C:17]1[N:18]=[C:19]([CH3:52])[N:20]([C:39]2[CH:40]=[C:41]([C:48]([O:50][CH3:51])=[O:49])[C:42]3[O:46][CH2:45][CH2:44][C:43]=3[CH:47]=2)[C:21](=[O:38])[C:22]=1[CH2:23][C:24]1[CH:29]=[CH:28][C:27]([C:30]2[CH:35]=[CH:34][CH:33]=[CH:32][C:31]=2[C:36]#[N:37])=[CH:26][CH:25]=1)[CH2:14][CH2:15][CH3:16]. The catalyst is O.C(OCC)(=O)C. The product is [CH2:13]([C:17]1[N:18]=[C:19]([CH3:52])[N:20]([C:39]2[CH:40]=[C:41]([C:48]([O:50][CH3:51])=[O:49])[C:42]3[O:46][CH2:45][CH2:44][C:43]=3[CH:47]=2)[C:21](=[O:38])[C:22]=1[CH2:23][C:24]1[CH:29]=[CH:28][C:27]([C:30]2[CH:35]=[CH:34][CH:33]=[CH:32][C:31]=2[C:36]2[NH:3][C:4](=[O:7])[O:6][N:37]=2)=[CH:26][CH:25]=1)[CH2:14][CH2:15][CH3:16]. The yield is 0.310. (9) The reactants are [NH2:1][C:2]1[CH:7]=[CH:6][C:5]([C:8]2[C:16]3[C:11](=[CH:12][C:13]([F:17])=[CH:14][CH:15]=3)[NH:10][CH:9]=2)=[CH:4][C:3]=1[OH:18].[CH:19](OCC)(OCC)OCC. No catalyst specified. The product is [F:17][C:13]1[CH:12]=[C:11]2[C:16]([C:8]([C:5]3[CH:6]=[CH:7][C:2]4[N:1]=[CH:19][O:18][C:3]=4[CH:4]=3)=[CH:9][NH:10]2)=[CH:15][CH:14]=1. The yield is 0.350.